This data is from Catalyst prediction with 721,799 reactions and 888 catalyst types from USPTO. The task is: Predict which catalyst facilitates the given reaction. (1) Reactant: [Cl:1][C:2]1[CH:7]=[CH:6][C:5]([NH:8][C:9]([NH:11][C:12]2[CH:17]=[CH:16][C:15]([O:18][C:19]3[CH:24]=[C:23](S(C)(=O)=O)[N:22]=[CH:21][N:20]=3)=[CH:14][CH:13]=2)=[O:10])=[CH:4][C:3]=1[C:29]([F:32])([F:31])[F:30].[NH2:33][CH2:34][CH2:35][OH:36]. Product: [Cl:1][C:2]1[CH:7]=[CH:6][C:5]([NH:8][C:9]([NH:11][C:12]2[CH:17]=[CH:16][C:15]([O:18][C:19]3[CH:24]=[C:23]([NH:33][CH2:34][CH2:35][OH:36])[N:22]=[CH:21][N:20]=3)=[CH:14][CH:13]=2)=[O:10])=[CH:4][C:3]=1[C:29]([F:32])([F:31])[F:30]. The catalyst class is: 4. (2) Reactant: Br[C:2]1[CH:3]=[C:4]2[C:12](=[CH:13][CH:14]=1)[N:11]([CH:15]([CH3:17])[CH3:16])[C:10]1[C:9]([CH3:18])=[CH:8][C:7]([N+:19]([O-])=O)=[C:6]([CH3:22])[C:5]2=1. Product: [NH2:19][C:7]1[CH:8]=[C:9]([CH3:18])[C:10]2[N:11]([CH:15]([CH3:16])[CH3:17])[C:12]3[C:4]([C:5]=2[C:6]=1[CH3:22])=[CH:3][CH:2]=[CH:14][CH:13]=3. The catalyst class is: 350.